This data is from Forward reaction prediction with 1.9M reactions from USPTO patents (1976-2016). The task is: Predict the product of the given reaction. Given the reactants [CH:1]1([NH2:6])[CH2:5][CH2:4][CH2:3][CH2:2]1.C(=O)([O-])[O-].[K+].[K+].Cl[C:14]1[C:19]([C:20]([F:23])([F:22])[F:21])=[CH:18][N:17]=[C:16]([NH:24][C:25]2[CH:30]=[CH:29][CH:28]=[C:27]([CH:31]([CH3:33])[CH3:32])[CH:26]=2)[N:15]=1.O, predict the reaction product. The product is: [CH:1]1([NH:6][C:18]2[C:19]([C:20]([F:23])([F:21])[F:22])=[CH:14][N:15]=[C:16]([NH:24][C:25]3[CH:30]=[CH:29][CH:28]=[C:27]([CH:31]([CH3:33])[CH3:32])[CH:26]=3)[N:17]=2)[CH2:5][CH2:4][CH2:3][CH2:2]1.